This data is from Reaction yield outcomes from USPTO patents with 853,638 reactions. The task is: Predict the reaction yield, written as a fraction of the theoretical maximum amount of product (1.0 means a 100% yield; for example, 0.34 means a 34% yield). (1) The reactants are [NH2:1][C:2]1[S:6][C:5]2[CH2:7][CH2:8][CH2:9][CH2:10][C:4]=2[C:3]=1[C:11]([C:13]1[CH:18]=[CH:17][CH:16]=[CH:15][C:14]=1[Cl:19])=O.[C:20]([O:27][CH3:28])(=[O:26])[CH2:21][CH2:22][C:23]([CH3:25])=O.Cl[Si](C)(C)C. The catalyst is CN(C=O)C. The product is [CH3:25][C:23]1[N:1]=[C:2]2[S:6][C:5]3[CH2:7][CH2:8][CH2:9][CH2:10][C:4]=3[C:3]2=[C:11]([C:13]2[CH:18]=[CH:17][CH:16]=[CH:15][C:14]=2[Cl:19])[C:22]=1[CH2:21][C:20]([O:27][CH3:28])=[O:26]. The yield is 0.780. (2) The reactants are CS(C)=O.C(Cl)(=O)C(Cl)=O.C(=O)=O.CC(C)=O.[OH:18][CH2:19][C@@H:20]1[CH2:24][C:23]([CH3:25])=[CH:22][N:21]1[C:26]([C:28]1[CH:33]=[C:32]([O:34][CH3:35])[C:31]([O:36][Si:37]([CH:44]([CH3:46])[CH3:45])([CH:41]([CH3:43])[CH3:42])[CH:38]([CH3:40])[CH3:39])=[CH:30][C:29]=1[NH:47][C:48](=[O:53])[O:49][CH2:50][CH:51]=[CH2:52])=[O:27].C(N(CC)CC)C. The catalyst is ClCCl. The product is [OH:18][C@@H:19]1[N:47]([C:48]([O:49][CH2:50][CH:51]=[CH2:52])=[O:53])[C:29]2[CH:30]=[C:31]([O:36][Si:37]([CH:41]([CH3:42])[CH3:43])([CH:44]([CH3:45])[CH3:46])[CH:38]([CH3:39])[CH3:40])[C:32]([O:34][CH3:35])=[CH:33][C:28]=2[C:26](=[O:27])[N:21]2[CH:22]=[C:23]([CH3:25])[CH2:24][C@@H:20]12. The yield is 0.660. (3) The reactants are Br[C:2]1[CH:3]=[CH:4][C:5]2[O:9][C:8]([CH:10]=[CH2:11])=[N:7][C:6]=2[CH:12]=1.[C:13]([C:15]1[CH:20]=[CH:19][C:18](B(O)O)=[CH:17][CH:16]=1)#[N:14].C(P(C(C)(C)C)C(C)(C)C)(C)(C)C.O1CCCC1. The catalyst is CCCCCC. The product is [CH:10]([C:8]1[O:9][C:5]2[CH:4]=[CH:3][C:2]([C:18]3[CH:19]=[CH:20][C:15]([C:13]#[N:14])=[CH:16][CH:17]=3)=[CH:12][C:6]=2[N:7]=1)=[CH2:11]. The yield is 0.780. (4) The product is [Cl:16][C:17]1[CH:22]=[CH:21][C:20]([S:23]([NH:26][C:30]2[C:31]([CH:37]([OH:38])[C:2]3[CH:7]=[CH:6][N:5]=[C:4]4[NH:8][N:9]=[CH:10][C:3]=34)=[N:32][CH:33]=[C:34]([Cl:15])[CH:35]=2)(=[O:25])=[O:24])=[CH:19][C:18]=1[C:39]([F:42])([F:41])[F:40]. The catalyst is C1COCC1. The yield is 0.500. The reactants are I[C:2]1[CH:7]=[CH:6][N:5]=[C:4]2[NH:8][N:9]=[CH:10][C:3]=12.C([Mg][Cl:15])(C)C.[Cl:16][C:17]1[CH:22]=[CH:21][C:20]([S:23]([N:26]([C:30]2[C:31]([CH:37]=[O:38])=[N:32][CH:33]=[C:34](C)[CH:35]=2)COC)(=[O:25])=[O:24])=[CH:19][C:18]=1[C:39]([F:42])([F:41])[F:40].